From a dataset of Full USPTO retrosynthesis dataset with 1.9M reactions from patents (1976-2016). Predict the reactants needed to synthesize the given product. (1) Given the product [C:1]([O:5][C:6](=[O:23])[CH:7]([N:8]([S:9]([C:12]1[CH:13]=[CH:14][C:15]([O:18][CH3:19])=[CH:16][CH:17]=1)(=[O:11])=[O:10])[CH3:27])[CH:20]([CH3:21])[CH3:22])([CH3:4])([CH3:3])[CH3:2], predict the reactants needed to synthesize it. The reactants are: [C:1]([O:5][C:6](=[O:23])[C@@H:7]([CH:20]([CH3:22])[CH3:21])[NH:8][S:9]([C:12]1[CH:17]=[CH:16][C:15]([O:18][CH3:19])=[CH:14][CH:13]=1)(=[O:11])=[O:10])([CH3:4])([CH3:3])[CH3:2].[H-].[Na+].I[CH3:27]. (2) Given the product [Cl:32][C:23]1[CH:24]=[C:25]([S:28]([NH:2][CH2:3][C:4]2[N:9]=[N:8][C:7]([C:10]([O:12][CH3:13])=[O:11])=[CH:6][CH:5]=2)(=[O:29])=[O:30])[CH:26]=[CH:27][C:22]=1[F:21], predict the reactants needed to synthesize it. The reactants are: Cl.[NH2:2][CH2:3][C:4]1[N:9]=[N:8][C:7]([C:10]([O:12][CH3:13])=[O:11])=[CH:6][CH:5]=1.C(N(CC)CC)C.[F:21][C:22]1[CH:27]=[CH:26][C:25]([S:28](Cl)(=[O:30])=[O:29])=[CH:24][C:23]=1[Cl:32]. (3) Given the product [S:1]1[C:13]2[N:5]([C:6]3[C:11]([N:12]=2)=[CH:10][CH:9]=[C:8]([CH:14]=[O:15])[CH:7]=3)[CH2:4][CH2:3][CH2:2]1, predict the reactants needed to synthesize it. The reactants are: [S:1]1[C:13]2[N:5]([C:6]3[C:11]([N:12]=2)=[CH:10][CH:9]=[C:8]([CH2:14][OH:15])[CH:7]=3)[CH2:4][CH2:3][CH2:2]1. (4) Given the product [F:74][C:71]([F:73])([O:106][C:82]1[CH:83]=[CH:84][C:26]([C:23]2[CH:24]=[CH:25][C:20]([S:17]([C:11]3([C:9]([NH:8][OH:7])=[O:10])[CH2:16][CH2:15][O:14][CH2:13][CH2:12]3)(=[O:18])=[O:19])=[CH:21][CH:22]=2)=[CH:31][CH:81]=1)[CH:70]([F:75])[F:76], predict the reactants needed to synthesize it. The reactants are: O1CCCCC1[O:7][NH:8][C:9]([C:11]1([S:17]([C:20]2[CH:25]=[CH:24][C:23]([C:26]3[CH:31]=NC(CCC(F)(F)C)=CN=3)=[CH:22][CH:21]=2)(=[O:19])=[O:18])[CH2:16][CH2:15][O:14][CH2:13][CH2:12]1)=[O:10].Cl.Cl.C1(N2CCC(S(C3C=CC(C4C=NC(CC[C:70]([F:76])([F:75])[C:71]([F:74])([F:73])F)=CN=4)=CC=3)(=O)=O)(C(NO)=O)CC2)CC1.ON1[C:82]2[CH:83]=[CH:84]C=C[C:81]=2N=N1.C(N(CC)CC)C.Cl.CN(C)CCCN=C=NCC.[O:106]1CCCCC1ON. (5) Given the product [Cl:15][C:9]1[CH:10]=[C:11]([Cl:14])[CH:12]=[CH:13][C:8]=1[C:7]1[NH:16][C:17](=[O:18])[N:34]2[N:33]=[C:31]([CH:28]3[CH2:29][CH2:30][N:25]([CH:23]([CH3:24])[CH3:22])[CH2:26][CH2:27]3)[N:5]=[C:4]2[CH:6]=1, predict the reactants needed to synthesize it. The reactants are: [Cl-].[Ca+2].[Cl-].[C:4]([CH:6]=[C:7]([NH:16][C:17](=O)[O:18]CC)[C:8]1[CH:13]=[CH:12][C:11]([Cl:14])=[CH:10][C:9]=1[Cl:15])#[N:5].[CH3:22][CH:23]([N:25]1[CH2:30][CH2:29][CH:28]([C:31]([NH:33][NH2:34])=O)[CH2:27][CH2:26]1)[CH3:24].O.